This data is from Experimental lipophilicity measurements (octanol/water distribution) for 4,200 compounds from AstraZeneca. The task is: Regression/Classification. Given a drug SMILES string, predict its absorption, distribution, metabolism, or excretion properties. Task type varies by dataset: regression for continuous measurements (e.g., permeability, clearance, half-life) or binary classification for categorical outcomes (e.g., BBB penetration, CYP inhibition). For this dataset (lipophilicity_astrazeneca), we predict Y. (1) The molecule is C[C@@H](NC(=O)C1(N)CCN(c2ncnc3[nH]ccc23)CC1)c1ccc(Cl)cc1. The Y is 3.30 logD. (2) The molecule is O=S1NC(Cc2ccc3ccccc3c2)=NO1. The Y is 1.85 logD. (3) The drug is CC(C)NC[C@@H](O)COc1cccc2ccccc12. The Y is 1.13 logD. (4) The Y is 3.55 logD. The compound is CC(C)n1c2ccccc2c2cc(NC(=O)N3CCOCC3)ccc21. (5) The compound is NC(=O)c1ccc(-c2cc3c(N[C@H]4CCCNC4)ncc(C(N)=O)c3s2)cc1. The Y is 0.280 logD. (6) The compound is CCc1ccc(NC(=O)c2ccc3cc(C(=N)N)ccc3c2)cc1. The Y is 1.10 logD. (7) The compound is COc1cccc(Oc2cncnc2O)c1. The Y is 0.590 logD.